Dataset: Forward reaction prediction with 1.9M reactions from USPTO patents (1976-2016). Task: Predict the product of the given reaction. (1) Given the reactants [Cl:1][C:2]1[S:6][CH:5]=[C:4]([C:7]2[O:11][N:10]=[C:9]([C@H:12]3[CH2:17][C@@H:16]4[C@@H:14]([CH2:15]4)[N:13]3[C:18](=[S:21])[NH:19][CH3:20])[CH:8]=2)[CH:3]=1.[CH3:22]C(C)([O-])C.[Na+].IC, predict the reaction product. The product is: [Cl:1][C:2]1[S:6][CH:5]=[C:4]([C:7]2[O:11][N:10]=[C:9]([C@H:12]3[CH2:17][C@@H:16]4[C@@H:14]([CH2:15]4)[N:13]3[C:18]([S:21][CH3:22])=[N:19][CH3:20])[CH:8]=2)[CH:3]=1. (2) Given the reactants [CH:1]([C:3]1[CH:11]=[CH:10][C:6]([C:7]([OH:9])=O)=[CH:5][CH:4]=1)=[O:2].S(Cl)(Cl)=O.[OH-].[Na+].Cl.Cl.[CH:20]1([N:23]2[CH2:28][CH2:27][NH:26][CH2:25][CH2:24]2)[CH2:22][CH2:21]1, predict the reaction product. The product is: [CH:20]1([N:23]2[CH2:28][CH2:27][N:26]([C:7]([C:6]3[CH:5]=[CH:4][C:3]([CH:1]=[O:2])=[CH:11][CH:10]=3)=[O:9])[CH2:25][CH2:24]2)[CH2:22][CH2:21]1. (3) Given the reactants [Cl:1][C:2]1[CH:7]=[CH:6][C:5]([C:8]2[S:9][C:10]3[C:11](=[O:26])[N:12]([C:17]4[CH:22]=[CH:21][C:20]([OH:23])=[C:19]([O:24][CH3:25])[CH:18]=4)[CH2:13][CH2:14][C:15]=3[N:16]=2)=[CH:4][CH:3]=1.C(OC([N:34]1[CH2:39][CH2:38][O:37][CH:36]([CH2:40]O)[CH2:35]1)=O)(C)(C)C.P(CCCC)(CCCC)CCCC, predict the reaction product. The product is: [Cl:1][C:2]1[CH:7]=[CH:6][C:5]([C:8]2[S:9][C:10]3[C:11](=[O:26])[N:12]([C:17]4[CH:22]=[CH:21][C:20]([O:23][CH2:40][CH:36]5[O:37][CH2:38][CH2:39][NH:34][CH2:35]5)=[C:19]([O:24][CH3:25])[CH:18]=4)[CH2:13][CH2:14][C:15]=3[N:16]=2)=[CH:4][CH:3]=1. (4) Given the reactants [NH:1]1[C:10]2[C:5](=[CH:6][CH:7]=[CH:8][CH:9]=2)[CH2:4][CH2:3][CH2:2]1.Br[C:12]1[CH:17]=[CH:16][C:15]([C:18]([N:20]2[CH2:25][CH2:24][N:23]([C:26]([O:28][C:29]([CH3:32])([CH3:31])[CH3:30])=[O:27])[CH2:22][CH2:21]2)=[O:19])=[CH:14][CH:13]=1.CC([O-])(C)C.[K+], predict the reaction product. The product is: [N:1]1([C:12]2[CH:17]=[CH:16][C:15]([C:18]([N:20]3[CH2:21][CH2:22][N:23]([C:26]([O:28][C:29]([CH3:30])([CH3:32])[CH3:31])=[O:27])[CH2:24][CH2:25]3)=[O:19])=[CH:14][CH:13]=2)[C:10]2[C:5](=[CH:6][CH:7]=[CH:8][CH:9]=2)[CH2:4][CH2:3][CH2:2]1.